This data is from Peptide-MHC class I binding affinity with 185,985 pairs from IEDB/IMGT. The task is: Regression. Given a peptide amino acid sequence and an MHC pseudo amino acid sequence, predict their binding affinity value. This is MHC class I binding data. (1) The peptide sequence is RSADLELEK. The MHC is HLA-A11:01 with pseudo-sequence HLA-A11:01. The binding affinity (normalized) is 0.553. (2) The binding affinity (normalized) is 0.213. The peptide sequence is REWGWRIPF. The MHC is HLA-B15:42 with pseudo-sequence HLA-B15:42. (3) The peptide sequence is ADKNLIKCS. The MHC is HLA-B44:02 with pseudo-sequence HLA-B44:02. The binding affinity (normalized) is 0. (4) The peptide sequence is HSNLNDATY. The MHC is HLA-A30:02 with pseudo-sequence HLA-A30:02. The binding affinity (normalized) is 0.644. (5) The peptide sequence is IRNPPMVVF. The MHC is HLA-B58:01 with pseudo-sequence HLA-B58:01. The binding affinity (normalized) is 0.0847. (6) The peptide sequence is AEQASQEVKNW. The MHC is HLA-B53:01 with pseudo-sequence HLA-B53:01. The binding affinity (normalized) is 0. (7) The peptide sequence is WIMKIGIGVL. The MHC is HLA-B08:01 with pseudo-sequence HLA-B08:01. The binding affinity (normalized) is 0.477. (8) The peptide sequence is DAIFDEWL. The MHC is H-2-Kb with pseudo-sequence H-2-Kb. The binding affinity (normalized) is 0.0735. (9) The peptide sequence is VLQTFMRMAW. The MHC is Mamu-B17 with pseudo-sequence Mamu-B17. The binding affinity (normalized) is 0.331.